From a dataset of Forward reaction prediction with 1.9M reactions from USPTO patents (1976-2016). Predict the product of the given reaction. (1) Given the reactants F[C:2]1[CH:9]=[CH:8][CH:7]=[C:6]([C:10]([F:13])([F:12])[F:11])[C:3]=1[C:4]#[N:5].[CH3:14][O:15][C:16]1[CH:23]=[CH:22][C:19]([CH2:20][NH2:21])=[CH:18][CH:17]=1, predict the reaction product. The product is: [CH3:14][O:15][C:16]1[CH:23]=[CH:22][C:19]([CH2:20][NH:21][C:2]2[CH:9]=[CH:8][CH:7]=[C:6]([C:10]([F:13])([F:12])[F:11])[C:3]=2[C:4]#[N:5])=[CH:18][CH:17]=1. (2) Given the reactants [C:1]([C:5]1[CH:10]=[CH:9][C:8]([C:11]2[N:12]([C:30]([Cl:32])=[O:31])[C@H:13]([C:23]3[CH:28]=[CH:27][C:26]([F:29])=[CH:25][CH:24]=3)[C@H:14]([C:16]3[CH:21]=[CH:20][C:19]([F:22])=[CH:18][CH:17]=3)[N:15]=2)=[C:7]([O:33][CH2:34][CH3:35])[CH:6]=1)([CH3:4])([CH3:3])[CH3:2].[CH3:36][N:37]([CH3:47])[C:38](=[O:46])[CH2:39][N:40]1[CH2:45][CH2:44][NH:43][CH2:42][CH2:41]1, predict the reaction product. The product is: [ClH:32].[C:1]([C:5]1[CH:10]=[CH:9][C:8]([C:11]2[N:12]([C:30]([N:43]3[CH2:42][CH2:41][N:40]([CH2:39][C:38]([N:37]([CH3:47])[CH3:36])=[O:46])[CH2:45][CH2:44]3)=[O:31])[C@H:13]([C:23]3[CH:28]=[CH:27][C:26]([F:29])=[CH:25][CH:24]=3)[C@H:14]([C:16]3[CH:21]=[CH:20][C:19]([F:22])=[CH:18][CH:17]=3)[N:15]=2)=[C:7]([O:33][CH2:34][CH3:35])[CH:6]=1)([CH3:4])([CH3:3])[CH3:2]. (3) The product is: [CH3:31][O:32][CH2:33][CH2:34][NH:35][C:22]([C:19]1[CH:20]=[C:21]2[C:16](=[CH:17][CH:18]=1)[N:15]([CH:25]1[CH2:30][CH2:29][CH2:28][CH2:27][O:26]1)[N:14]=[C:13]2[C:8]1[CH:7]=[CH:6][C:5]2[C:10](=[CH:11][CH:12]=[C:3]([O:2][CH3:1])[CH:4]=2)[CH:9]=1)=[O:24]. Given the reactants [CH3:1][O:2][C:3]1[CH:4]=[C:5]2[C:10](=[CH:11][CH:12]=1)[CH:9]=[C:8]([C:13]1[C:21]3[C:16](=[CH:17][CH:18]=[C:19]([C:22]([OH:24])=O)[CH:20]=3)[N:15]([CH:25]3[CH2:30][CH2:29][CH2:28][CH2:27][O:26]3)[N:14]=1)[CH:7]=[CH:6]2.[CH3:31][O:32][CH2:33][CH2:34][NH2:35], predict the reaction product. (4) Given the reactants [Br:1][C:2]1[CH:3]=[N:4][C:5]2[N:6]([N:8]=[C:9]([C:11]([OH:13])=O)[CH:10]=2)[CH:7]=1.[Cl:14][C:15]1[CH:20]=[CH:19][C:18]([C:21]2[CH2:22][CH:23]([CH3:27])[NH:24][CH2:25][CH:26]=2)=[CH:17][CH:16]=1, predict the reaction product. The product is: [Br:1][C:2]1[CH:3]=[N:4][C:5]2[N:6]([N:8]=[C:9]([C:11]([N:24]3[CH2:25][CH:26]=[C:21]([C:18]4[CH:17]=[CH:16][C:15]([Cl:14])=[CH:20][CH:19]=4)[CH2:22][CH:23]3[CH3:27])=[O:13])[CH:10]=2)[CH:7]=1. (5) Given the reactants N1N2C=CC=NC2=C(C(O)=O)C=1.NC1C=C(Cl)C=CC=1O.[Cl:22][C:23]1[CH:28]=[CH:27][C:26]([O:29]C(C2C=NN3C=CC=NC=23)=O)=[C:25]([NH:41][C:42]([C:44]2[CH:45]=[N:46][N:47]3[CH:52]=[CH:51][CH:50]=[N:49][C:48]=23)=[O:43])[CH:24]=1, predict the reaction product. The product is: [Cl:22][C:23]1[CH:28]=[CH:27][C:26]([OH:29])=[C:25]([NH:41][C:42]([C:44]2[CH:45]=[N:46][N:47]3[CH:52]=[CH:51][CH:50]=[N:49][C:48]=23)=[O:43])[CH:24]=1. (6) Given the reactants [C:1]([O:6][CH2:7][CH2:8][S:9]([CH2:12][C:13]([O:15]C(C)(C)C)=[O:14])(=[O:11])=[O:10])(=[O:5])[C:2]([CH3:4])=[CH2:3].COC1C=CC(O)=CC=1.CCOC(C)=O, predict the reaction product. The product is: [C:1]([O:6][CH2:7][CH2:8][S:9]([CH2:12][C:13]([OH:15])=[O:14])(=[O:11])=[O:10])(=[O:5])[C:2]([CH3:4])=[CH2:3]. (7) Given the reactants C(O[C:6]([N:8]1[CH2:15][CH:14]2[CH:10]([CH2:11][N:12]([C:16]3[N:21]=[CH:20][CH:19]=[CH:18][N:17]=3)[CH2:13]2)[CH2:9]1)=[O:7])(C)(C)C.FC(F)(F)C(O)=O.[Cl:29][C:30]1[CH:31]=[C:32]([C:39]2[CH:44]=[CH:43][CH:42]=[CH:41][CH:40]=2)[CH:33]=[CH:34][C:35]=1C(O)=O.F[P-](F)(F)(F)(F)F.N1(OC(N(C)C)=[N+](C)C)C2N=CC=CC=2N=N1.C(N(C(C)C)CC)(C)C, predict the reaction product. The product is: [Cl:29][C:30]1[CH:31]=[C:32]([C:39]2[CH:40]=[CH:41][C:42]([C:6]([N:8]3[CH2:9][CH:10]4[CH:14]([CH2:13][N:12]([C:16]5[N:17]=[CH:18][CH:19]=[CH:20][N:21]=5)[CH2:11]4)[CH2:15]3)=[O:7])=[CH:43][CH:44]=2)[CH:33]=[CH:34][CH:35]=1. (8) Given the reactants [CH:1]1([CH2:6][NH:7][C:8]2[CH:13]=[CH:12][C:11]([N:14]([CH3:24])[S:15]([C:18]3[CH:23]=[CH:22][CH:21]=[CH:20][CH:19]=3)(=[O:17])=[O:16])=[CH:10][C:9]=2[N+:25]([O-])=O)[CH2:5][CH2:4][CH2:3][CH2:2]1, predict the reaction product. The product is: [NH2:25][C:9]1[CH:10]=[C:11]([N:14]([CH3:24])[S:15]([C:18]2[CH:19]=[CH:20][CH:21]=[CH:22][CH:23]=2)(=[O:17])=[O:16])[CH:12]=[CH:13][C:8]=1[NH:7][CH2:6][CH:1]1[CH2:5][CH2:4][CH2:3][CH2:2]1. (9) Given the reactants [NH:1]1[CH2:6][CH2:5][CH:4]([CH2:7][NH:8][C:9]([N:11]2[C:15]3C=CC=[CH:19][C:14]=3[N:13](C)[C:12]2=[O:21])=[O:10])[CH2:3][CH2:2]1.CO[C:24]1[CH:29]=[CH:28][C:27]([O:30][CH2:31][CH:32]2[O:34][CH2:33]2)=[CH:26][CH:25]=1, predict the reaction product. The product is: [NH:1]1[CH2:6][CH2:5][CH:4]([CH2:7][NH:8][C:9]([N:11]2[C:29]3[CH:28]=[CH:27][CH:26]=[CH:25][C:24]=3[N:13]([CH:14]([CH3:15])[CH3:19])[C:12]2=[O:21])=[O:10])[CH2:3][CH2:2]1.[O:34]1[CH:32]([CH2:31][O:30][C:27]2[CH:26]=[CH:25][CH:24]=[CH:29][CH:28]=2)[CH2:33]1.